This data is from Full USPTO retrosynthesis dataset with 1.9M reactions from patents (1976-2016). The task is: Predict the reactants needed to synthesize the given product. Given the product [CH2:14]([C:16]1[N:20]([CH2:21][CH2:22][CH2:23][CH:24]([CH3:26])[CH3:25])[C:19]([CH2:27][NH:1][CH2:2][C:3]2[N:8]=[C:7]([CH3:9])[CH:6]=[C:5]([C:10]([O:12][CH3:13])=[O:11])[CH:4]=2)=[N:18][CH:17]=1)[CH3:15], predict the reactants needed to synthesize it. The reactants are: [NH2:1][CH2:2][C:3]1[N:8]=[C:7]([CH3:9])[CH:6]=[C:5]([C:10]([O:12][CH3:13])=[O:11])[CH:4]=1.[CH2:14]([C:16]1[N:20]([CH2:21][CH2:22][CH2:23][CH:24]([CH3:26])[CH3:25])[C:19]([CH:27]=O)=[N:18][CH:17]=1)[CH3:15].